Predict the reactants needed to synthesize the given product. From a dataset of Full USPTO retrosynthesis dataset with 1.9M reactions from patents (1976-2016). (1) Given the product [O:30]=[C:4]1[C:3](=[CH:2][NH:46][C:43]2[CH:44]=[CH:45][C:40]([CH2:39][NH:38][CH2:37][CH2:36][N:31]3[CH2:32][CH2:33][CH2:34][CH2:35]3)=[CH:41][CH:42]=2)[C:11]2[C:6](=[CH:7][C:8]([C:12]([C:14]3[CH:15]=[C:16]([NH:20][C:21]([C:23]4[N:24]([CH3:29])[N:25]=[C:26]([CH3:28])[CH:27]=4)=[O:22])[CH:17]=[CH:18][CH:19]=3)=[O:13])=[CH:9][CH:10]=2)[NH:5]1, predict the reactants needed to synthesize it. The reactants are: O[CH:2]=[C:3]1[C:11]2[C:6](=[CH:7][C:8]([C:12]([C:14]3[CH:15]=[C:16]([NH:20][C:21]([C:23]4[N:24]([CH3:29])[N:25]=[C:26]([CH3:28])[CH:27]=4)=[O:22])[CH:17]=[CH:18][CH:19]=3)=[O:13])=[CH:9][CH:10]=2)[NH:5][C:4]1=[O:30].[N:31]1([CH2:36][CH2:37][NH:38][CH2:39][C:40]2[CH:45]=[CH:44][C:43]([NH2:46])=[CH:42][CH:41]=2)[CH2:35][CH2:34][CH2:33][CH2:32]1. (2) The reactants are: [F:1][C:2]1[CH:3]=[CH:4][C:5]([CH3:19])=[C:6]([C:8]2[CH:17]=[C:16]3[C:11]([CH:12]=[C:13]([NH2:18])[N:14]=[CH:15]3)=[CH:10][CH:9]=2)[CH:7]=1.N1C=CC=CC=1.ClC(Cl)(O[C:30](=[O:36])OC(Cl)(Cl)Cl)Cl.[CH3:38][CH:39]([NH2:41])[CH3:40]. Given the product [F:1][C:2]1[CH:3]=[CH:4][C:5]([CH3:19])=[C:6]([C:8]2[CH:17]=[C:16]3[C:11]([CH:12]=[C:13]([NH:18][C:30]([NH:41][CH:39]([CH3:40])[CH3:38])=[O:36])[N:14]=[CH:15]3)=[CH:10][CH:9]=2)[CH:7]=1, predict the reactants needed to synthesize it. (3) Given the product [F:34][C:29]1[CH:28]=[C:27]([CH:32]=[C:31]([F:33])[CH:30]=1)[O:26][CH2:25][CH2:24][NH:22][CH:18]([CH3:17])[CH2:19][C:20]1[CH:15]=[N:14][N:13]([C:6]2[C:5]3[C:10](=[CH:11][CH:12]=[C:3]([O:2][CH3:1])[CH:35]=3)[N:9]=[CH:8][CH:7]=2)[CH:21]=1, predict the reactants needed to synthesize it. The reactants are: [CH3:1][O:2][C:3]1N=[C:5]2[C:10](=[CH:11][CH:12]=1)[N:9]=[CH:8][CH:7]=[C:6]2[N:13]1[CH:21]=[C:20]2[C:15](C[CH2:17][CH:18]([NH2:22])[CH2:19]2)=[N:14]1.Br[CH2:24][CH2:25][O:26][C:27]1[CH:32]=[C:31]([F:33])[CH:30]=[C:29]([F:34])[CH:28]=1.[C:35]([O-])([O-])=O.[Cs+].[Cs+].[Na+].[I-]. (4) Given the product [Cl:1][C:2]1[CH:7]=[CH:6][CH:5]=[CH:4][C:3]=1[S:8]([NH:11][C:12]1[C:17]([C:18]2[CH:19]=[CH:20][C:21]([CH2:24][N:32]3[C:33]4[C:29](=[CH:28][C:27]([F:26])=[CH:35][CH:34]=4)[CH:30]=[CH:31]3)=[CH:22][CH:23]=2)=[N:16][CH:15]=[CH:14][N:13]=1)(=[O:10])=[O:9], predict the reactants needed to synthesize it. The reactants are: [Cl:1][C:2]1[CH:7]=[CH:6][CH:5]=[CH:4][C:3]=1[S:8]([NH:11][C:12]1[C:17]([C:18]2[CH:23]=[CH:22][C:21]([CH2:24]Cl)=[CH:20][CH:19]=2)=[N:16][CH:15]=[CH:14][N:13]=1)(=[O:10])=[O:9].[F:26][C:27]1[CH:28]=[C:29]2[C:33](=[CH:34][CH:35]=1)[NH:32][CH:31]=[CH:30]2. (5) Given the product [Cl:1][C:2]1[CH:7]=[CH:6][C:5]([C:8]2[S:9][C:10]([C:14](=[O:22])[CH2:15][CH:16]3[CH2:21][CH2:20][CH2:19][N:18]([C:31]4[CH:32]=[C:27]([CH:28]=[CH:29][CH:30]=4)[C:25]([O:24][CH3:23])=[O:26])[CH2:17]3)=[C:11]([CH3:13])[N:12]=2)=[CH:4][CH:3]=1, predict the reactants needed to synthesize it. The reactants are: [Cl:1][C:2]1[CH:7]=[CH:6][C:5]([C:8]2[S:9][C:10]([C:14](=[O:22])[CH2:15][CH:16]3[CH2:21][CH2:20][CH2:19][NH:18][CH2:17]3)=[C:11]([CH3:13])[N:12]=2)=[CH:4][CH:3]=1.[CH3:23][O:24][C:25]([C:27]1[CH:28]=[C:29](OB(O)O)[CH:30]=[CH:31][CH:32]=1)=[O:26]. (6) Given the product [Cl:9][C:10]1[N:15]=[C:14]([O:1][CH:2]2[CH2:6][CH2:5][O:4][CH2:3]2)[C:13]([Cl:17])=[CH:12][N:11]=1, predict the reactants needed to synthesize it. The reactants are: [OH:1][CH:2]1[CH2:6][CH2:5][O:4][CH2:3]1.[H-].[Na+].[Cl:9][C:10]1[N:15]=[C:14](Cl)[C:13]([Cl:17])=[CH:12][N:11]=1. (7) Given the product [BrH:16].[CH2:11]([O:13][C:14](=[O:17])[CH2:15][N:3]1[C:4]2[CH:9]=[CH:8][CH:7]=[CH:6][C:5]=2[S:1][C:2]1=[NH:10])[CH3:12], predict the reactants needed to synthesize it. The reactants are: [S:1]1[C:5]2[CH:6]=[CH:7][CH:8]=[CH:9][C:4]=2[N:3]=[C:2]1[NH2:10].[CH2:11]([O:13][C:14](=[O:17])[CH2:15][Br:16])[CH3:12]. (8) The reactants are: [CH:1]([C:4]1[CH:12]=[CH:11][C:7]([C:8]([NH2:10])=[O:9])=[CH:6][CH:5]=1)([CH3:3])[CH3:2].Cl[C:14](Cl)(Cl)[S:15]Cl.[OH2:19]. Given the product [CH:1]([C:4]1[CH:12]=[CH:11][C:7]([C:8]2[O:9][C:14](=[O:19])[S:15][N:10]=2)=[CH:6][CH:5]=1)([CH3:3])[CH3:2], predict the reactants needed to synthesize it. (9) Given the product [CH:1]([C:4]1[CH:9]=[CH:8][CH:7]=[C:6]([C:10]2[CH:15]=[CH:14][CH:13]=[CH:12][CH:11]=2)[C:5]=1[OH:16])([CH3:3])[CH3:2], predict the reactants needed to synthesize it. The reactants are: [CH:1]([C:4]1[CH:9]=[CH:8][CH:7]=[C:6]([C:10]2[CH:15]=[CH:14][CH:13]=[CH:12][CH:11]=2)[C:5]=1[O:16]C)([CH3:3])[CH3:2].O.C(OCC)C. (10) Given the product [Cl:13][C:4]1[CH:3]=[C:2]([CH:7]=[CH:6][N:5]=1)[C:1]([OH:10])=[O:9], predict the reactants needed to synthesize it. The reactants are: [C:1]([OH:10])(=[O:9])[C:2]1[CH:7]=[CH:6][N+:5]([O-])=[CH:4][CH:3]=1.P(Cl)(Cl)([Cl:13])=O.[P].